Task: Regression/Classification. Given a drug SMILES string, predict its absorption, distribution, metabolism, or excretion properties. Task type varies by dataset: regression for continuous measurements (e.g., permeability, clearance, half-life) or binary classification for categorical outcomes (e.g., BBB penetration, CYP inhibition). Dataset: cyp3a4_veith.. Dataset: CYP3A4 inhibition data for predicting drug metabolism from PubChem BioAssay (1) The compound is Clc1cccc(Cl)c1C(Nc1nncs1)Nc1nncs1. The result is 0 (non-inhibitor). (2) The drug is CC(=O)NS(=O)(=O)c1ccc(NC(=S)NC(=O)C(C)(C)C)cc1. The result is 0 (non-inhibitor). (3) The molecule is S=C(S)NCCN1CCNCC1. The result is 0 (non-inhibitor). (4) The molecule is O=[N+]([O-])c1cc([As](=O)(O)O)ccc1O. The result is 0 (non-inhibitor). (5) The compound is CCNC(=S)N1CCC(NC(=O)C2CCCCC2)CC1. The result is 1 (inhibitor). (6) The drug is COC(=O)c1ccc(NC(=O)c2ccccc2NS(=O)(=O)c2ccccc2)cc1. The result is 1 (inhibitor). (7) The molecule is Cc1noc(C)c1-c1nc(N(C)Cc2ccco2)c2ccccc2n1. The result is 1 (inhibitor). (8) The molecule is COc1cc(NS(=O)(=O)c2ccc(N)cc2)ncn1. The result is 0 (non-inhibitor). (9) The compound is CCCN1CCc2cc(O)cc3c2[C@H]1Cc1ccc(O)c(O)c1-3. The result is 0 (non-inhibitor).